From a dataset of Full USPTO retrosynthesis dataset with 1.9M reactions from patents (1976-2016). Predict the reactants needed to synthesize the given product. (1) Given the product [C:36]([O:35][C:33]([N:32]([CH2:40][C:41]([O:43][C:44]([CH3:47])([CH3:46])[CH3:45])=[O:42])[C:5]1[CH:4]=[CH:3][CH:2]=[C:7]([CH:8]([CH2:19][C:20]2[N:21]=[N:22][C:23]([C:26]3[CH:31]=[CH:30][CH:29]=[CH:28][CH:27]=3)=[CH:24][CH:25]=2)[NH:9][S:10]([C:13]2[CH:14]=[N:15][CH:16]=[CH:17][CH:18]=2)(=[O:12])=[O:11])[N:6]=1)=[O:34])([CH3:38])([CH3:39])[CH3:37], predict the reactants needed to synthesize it. The reactants are: Br[C:2]1[CH:3]=[CH:4][C:5]([N:32]([CH2:40][C:41]([O:43][C:44]([CH3:47])([CH3:46])[CH3:45])=[O:42])[C:33]([O:35][C:36]([CH3:39])([CH3:38])[CH3:37])=[O:34])=[N:6][C:7]=1[CH:8]([CH2:19][C:20]1[N:21]=[N:22][C:23]([C:26]2[CH:31]=[CH:30][CH:29]=[CH:28][CH:27]=2)=[CH:24][CH:25]=1)[NH:9][S:10]([C:13]1[CH:14]=[N:15][CH:16]=[CH:17][CH:18]=1)(=[O:12])=[O:11].C(N(CC)CC)C. (2) Given the product [ClH:14].[Cl:14][C:15]1[CH:16]=[CH:17][C:18]([N:24]2[CH2:29][CH2:28][N:27]([CH3:30])[CH2:26][CH2:25]2)=[C:19]([C:21](=[O:23])/[CH:22]=[CH:1]/[C:3]2[CH:13]=[CH:12][C:6](/[CH:7]=[CH:8]/[C:9]([OH:11])=[O:10])=[CH:5][CH:4]=2)[CH:20]=1, predict the reactants needed to synthesize it. The reactants are: [CH:1]([C:3]1[CH:13]=[CH:12][C:6]([CH:7]=[CH:8][C:9]([OH:11])=[O:10])=[CH:5][CH:4]=1)=O.[Cl:14][C:15]1[CH:16]=[CH:17][C:18]([N:24]2[CH2:29][CH2:28][N:27]([CH3:30])[CH2:26][CH2:25]2)=[C:19]([C:21](=[O:23])[CH3:22])[CH:20]=1.[OH-].[K+].Cl.